Dataset: TCR-epitope binding with 47,182 pairs between 192 epitopes and 23,139 TCRs. Task: Binary Classification. Given a T-cell receptor sequence (or CDR3 region) and an epitope sequence, predict whether binding occurs between them. (1) The epitope is GTITVEELK. The TCR CDR3 sequence is CSVEGADRGYEQYF. Result: 0 (the TCR does not bind to the epitope). (2) The epitope is RQLLFVVEV. The TCR CDR3 sequence is CASSYPGHYNEQFF. Result: 1 (the TCR binds to the epitope). (3) The epitope is FSKQLQQSM. The TCR CDR3 sequence is CASSYRELLENEQFF. Result: 1 (the TCR binds to the epitope). (4) The epitope is LLFNKVTLA. The TCR CDR3 sequence is CASSPGTSGSYEQYF. Result: 0 (the TCR does not bind to the epitope). (5) The epitope is GLNKIVRMY. The TCR CDR3 sequence is CASSLDAGSVREQFF. Result: 0 (the TCR does not bind to the epitope). (6) The TCR CDR3 sequence is CASSVRTSGSYEQYF. Result: 0 (the TCR does not bind to the epitope). The epitope is KRWIILGLNK. (7) The epitope is ISDYDYYRY. The TCR CDR3 sequence is CASGGLGGPQPQHF. Result: 1 (the TCR binds to the epitope). (8) The epitope is YIFFASFYY. The TCR CDR3 sequence is CASSQMEALGPEAFF. Result: 1 (the TCR binds to the epitope). (9) The epitope is RAKFKQLL. The TCR CDR3 sequence is CASSLLGQYNSPLHF. Result: 1 (the TCR binds to the epitope). (10) The epitope is SSNVANYQK. The TCR CDR3 sequence is CSGWQPQHF. Result: 0 (the TCR does not bind to the epitope).